From a dataset of Forward reaction prediction with 1.9M reactions from USPTO patents (1976-2016). Predict the product of the given reaction. (1) Given the reactants [O:1]1[CH2:3][C@H:2]1[CH2:4][O:5][C:6]1[C:18]2[C:17]3[C:12](=[CH:13][CH:14]=[CH:15][CH:16]=3)[NH:11][C:10]=2[CH:9]=[CH:8][CH:7]=1.NCC1CCN([C:27]2[CH:32]=[C:31]([O:33][CH3:34])[CH:30]=[CH:29][C:28]=2[S:35]([NH2:38])(=[O:37])=[O:36])CC1, predict the reaction product. The product is: [CH:9]1[C:10]2[NH:11][C:12]3[C:17](=[CH:16][CH:15]=[CH:14][CH:13]=3)[C:18]=2[C:6]([O:5][CH2:4][C@@H:2]([OH:1])[CH2:3][NH:11][CH2:10][CH:18]2[CH2:6][CH2:7][N:38]([S:35]([C:28]3[CH:27]=[CH:32][C:31]([O:33][CH3:34])=[CH:30][CH:29]=3)(=[O:36])=[O:37])[CH2:16][CH2:17]2)=[CH:7][CH:8]=1. (2) The product is: [O:35]=[C:33]1[N:9]([CH:10]2[CH2:15][CH2:14][N:13]([C:16]([O:18][C:19]([CH3:22])([CH3:21])[CH3:20])=[O:17])[CH2:12][CH2:11]2)[C@@H:4]2[C@H:3]([CH2:8][CH2:7][CH2:6][CH2:5]2)[CH2:2][O:1]1. Given the reactants [OH:1][CH2:2][C@H:3]1[CH2:8][CH2:7][CH2:6][CH2:5][C@@H:4]1[NH:9][CH:10]1[CH2:15][CH2:14][N:13]([C:16]([O:18][C:19]([CH3:22])([CH3:21])[CH3:20])=[O:17])[CH2:12][CH2:11]1.C(N(C(C)C)CC)(C)C.Cl[C:33](Cl)([O:35]C(=O)OC(Cl)(Cl)Cl)Cl, predict the reaction product. (3) Given the reactants [NH2:1][C:2]1[CH:10]=[CH:9][C:5](C(N)=O)=[CH:4][C:3]=1[OH:11].O1CCC[CH2:13]1, predict the reaction product. The product is: [O:11]1[C:3]2[CH:4]=[CH:5][CH:9]=[CH:10][C:2]=2[NH:1][CH2:13]1. (4) Given the reactants [Cl:1][C:2]1[C:3]([C:27]([F:30])([F:29])[F:28])=[N:4][N:5]([CH2:8][C:9]([CH:11]2[CH2:16][CH2:15][N:14]([C:17]3[CH:22]=[C:21]([O:23]C)[C:20]([Cl:25])=[CH:19][C:18]=3[Cl:26])[CH2:13][CH2:12]2)=[O:10])[C:6]=1[CH3:7].B(Br)(Br)Br, predict the reaction product. The product is: [Cl:1][C:2]1[C:3]([C:27]([F:30])([F:29])[F:28])=[N:4][N:5]([CH2:8][C:9]([CH:11]2[CH2:16][CH2:15][N:14]([C:17]3[CH:22]=[C:21]([OH:23])[C:20]([Cl:25])=[CH:19][C:18]=3[Cl:26])[CH2:13][CH2:12]2)=[O:10])[C:6]=1[CH3:7]. (5) Given the reactants [OH:1][C:2]1[CH:9]=[CH:8][C:5]([CH:6]=[O:7])=[CH:4][C:3]=1[O:10][CH3:11].C(=O)([O-])[O-].[Li+].[Li+].[Cl:18][C:19]1[CH:26]=[C:25](F)[CH:24]=[CH:23][C:20]=1[C:21]#[N:22].O, predict the reaction product. The product is: [Cl:18][C:19]1[CH:26]=[C:25]([O:1][C:2]2[CH:9]=[CH:8][C:5]([CH:6]=[O:7])=[CH:4][C:3]=2[O:10][CH3:11])[CH:24]=[CH:23][C:20]=1[C:21]#[N:22]. (6) Given the reactants [F:1][C:2]([F:21])([F:20])[C:3]([NH:5][C:6]1[C:14]2[C:9](=[N:10][CH:11]=[CH:12][N:13]=2)[S:8][C:7]=1[C:15]([O:17][CH2:18][CH3:19])=[O:16])=[O:4].[C:22](=O)([O-])[O-].[K+].[K+].IC.[NH4+].[Cl-], predict the reaction product. The product is: [F:21][C:2]([F:20])([F:1])[C:3]([N:5]([C:6]1[C:14]2[C:9](=[N:10][CH:11]=[CH:12][N:13]=2)[S:8][C:7]=1[C:15]([O:17][CH2:18][CH3:19])=[O:16])[CH3:22])=[O:4]. (7) Given the reactants [CH3:1][C:2]1[C:7]([I:8])=[CH:6][CH:5]=[CH:4][C:3]=1[N:9]1[C:13](=[O:14])[NH:12][N:11]=[N:10]1.[C:15](=O)([O-])[O-].[K+].[K+].COS(=O)(=O)OC.O.C(=O)(O)[O-].[Na+], predict the reaction product. The product is: [CH3:1][C:2]1[C:7]([I:8])=[CH:6][CH:5]=[CH:4][C:3]=1[N:9]1[C:13](=[O:14])[N:12]([CH3:15])[N:11]=[N:10]1. (8) Given the reactants [O:1]=[S:2]1(=[O:29])[C:8]2[CH:9]=[C:10]([OH:14])[C:11]([Br:13])=[CH:12][C:7]=2[N:6]([C:15]2[CH:20]=[CH:19][CH:18]=[CH:17][CH:16]=2)[CH2:5][C:4]([CH2:25][CH2:26][CH2:27][CH3:28])([CH2:21][CH2:22][CH2:23][CH3:24])[CH2:3]1.Br[CH2:31][C:32]([O:34][CH2:35][CH3:36])=[O:33].C(=O)([O-])[O-].[Na+].[Na+], predict the reaction product. The product is: [O:29]=[S:2]1(=[O:1])[C:8]2[CH:9]=[C:10]([O:14][CH2:31][C:32]([O:34][CH2:35][CH3:36])=[O:33])[C:11]([Br:13])=[CH:12][C:7]=2[N:6]([C:15]2[CH:20]=[CH:19][CH:18]=[CH:17][CH:16]=2)[CH2:5][C:4]([CH2:25][CH2:26][CH2:27][CH3:28])([CH2:21][CH2:22][CH2:23][CH3:24])[CH2:3]1. (9) The product is: [I:1][C:2]1[C:10]2[C:5](=[CH:6][CH:7]=[CH:8][CH:9]=2)[N:4]([S:19]([C:16]2[CH:17]=[CH:18][C:13]([CH3:23])=[CH:14][CH:15]=2)(=[O:21])=[O:20])[CH:3]=1. Given the reactants [I:1][C:2]1[C:10]2[C:5](=[CH:6][CH:7]=[CH:8][CH:9]=2)[NH:4][CH:3]=1.[OH-].[Na+].[C:13]1([CH3:23])[CH:18]=[CH:17][C:16]([S:19](Cl)(=[O:21])=[O:20])=[CH:15][CH:14]=1, predict the reaction product.